Predict which catalyst facilitates the given reaction. From a dataset of Catalyst prediction with 721,799 reactions and 888 catalyst types from USPTO. (1) Reactant: [CH3:1][O:2][C:3]1[CH:8]=[CH:7][C:6]([N:9]2[C:13]3[CH:14]=[C:15]([C:18]([NH:20][NH2:21])=[O:19])[CH:16]=[CH:17][C:12]=3[N:11]=[CH:10]2)=[CH:5][CH:4]=1.[OH-].[K+].[C:24](=S)=[S:25]. Product: [CH3:1][O:2][C:3]1[CH:4]=[CH:5][C:6]([N:9]2[C:13]3[CH:14]=[C:15]([C:18]4[O:19][C:24]([SH:25])=[N:21][N:20]=4)[CH:16]=[CH:17][C:12]=3[N:11]=[CH:10]2)=[CH:7][CH:8]=1. The catalyst class is: 8. (2) Reactant: [CH3:1][C:2]1[N:3]=[C:4]([NH:11][C:12](=[S:20])OC2C=CC=CC=2)[C:5]([O:9][CH3:10])=[N:6][C:7]=1[CH3:8].[CH3:21][O:22][C:23]1[CH:24]=[C:25]([N:31]2[CH2:36][CH2:35][NH:34][CH2:33][CH2:32]2)[CH:26]=[C:27]([O:29][CH3:30])[CH:28]=1.C1CCN2C(=NCCC2)CC1. Product: [CH3:1][C:2]1[N:3]=[C:4]([NH:11][C:12]([N:34]2[CH2:33][CH2:32][N:31]([C:25]3[CH:24]=[C:23]([O:22][CH3:21])[CH:28]=[C:27]([O:29][CH3:30])[CH:26]=3)[CH2:36][CH2:35]2)=[S:20])[C:5]([O:9][CH3:10])=[N:6][C:7]=1[CH3:8]. The catalyst class is: 7.